From a dataset of Full USPTO retrosynthesis dataset with 1.9M reactions from patents (1976-2016). Predict the reactants needed to synthesize the given product. (1) Given the product [CH3:1][S:2][C:3]1[CH:10]=[CH:9][CH:8]=[CH:7][C:4]=1[CH:5]=[N:25][S:22]([C:20]1[CH:19]=[CH:18][C:17]2[O:11][CH2:12][CH2:13][CH2:14][O:15][C:16]=2[CH:21]=1)(=[O:23])=[O:24], predict the reactants needed to synthesize it. The reactants are: [CH3:1][S:2][C:3]1[CH:10]=[CH:9][CH:8]=[CH:7][C:4]=1[CH:5]=O.[O:11]1[C:17]2[CH:18]=[CH:19][C:20]([S:22]([NH2:25])(=[O:24])=[O:23])=[CH:21][C:16]=2[O:15][CH2:14][CH2:13][CH2:12]1.O.[O-2].[O-2].[O-2].O=[Si]=O.O=[Si]=O.O=[Si]=O.O=[Si]=O.[Al+3].[Al+3]. (2) Given the product [CH2:12]([C:10]1[C:9]([O:14][CH3:15])=[N:8][C:7]([CH3:16])=[C:6]([C:5]2[O:17][CH:1]=[N:3][N:4]=2)[CH:11]=1)[CH3:13], predict the reactants needed to synthesize it. The reactants are: [CH:1]([NH:3][NH:4][C:5](=[O:17])[C:6]1[CH:11]=[C:10]([CH2:12][CH3:13])[C:9]([O:14][CH3:15])=[N:8][C:7]=1[CH3:16])=O.S(Cl)(C1C=CC(C)=CC=1)(=O)=O.C(N=P1(N(CC)CC)N(C)CCCN1C)(C)(C)C. (3) Given the product [CH2:7]1[C:6]2[C:5](=[N:4][C:3]([C:11]([O:13][CH2:14][CH3:15])=[O:12])=[C:17]3[C:18]=2[CH:20]=[CH:21][CH:22]=[CH:23]3)[CH2:10][CH2:9][CH2:8]1, predict the reactants needed to synthesize it. The reactants are: N1[C:6]2[CH2:7][CH2:8][CH2:9][CH2:10][C:5]=2[N:4]=[C:3]([C:11]([O:13][CH2:14][CH3:15])=[O:12])N=1.C(O)(=O)[C:17]1[C:18](=[CH:20][CH:21]=[CH:22][CH:23]=1)N.C(ON=O)CC(C)C. (4) Given the product [Cl:1][C:2]1[C:3]([NH2:16])=[C:4]([C:5]2[O:11][CH2:10][CH2:9][O:8][N:7]=2)[CH:12]=[C:13]([Cl:15])[CH:14]=1, predict the reactants needed to synthesize it. The reactants are: [Cl:1][C:2]1[C:3]([NH2:16])=[C:4]([CH:12]=[C:13]([Cl:15])[CH:14]=1)[C:5]([NH:7][O:8][CH2:9][CH2:10][OH:11])=O. (5) Given the product [NH2:2][C:5]1[CH:10]=[C:9]([O:11][C:12]2[CH:17]=[CH:16][CH:15]=[CH:14][CH:13]=2)[CH:8]=[CH:7][C:6]=1[OH:18], predict the reactants needed to synthesize it. The reactants are: O.[N+:2]([C:5]1[CH:10]=[C:9]([O:11][C:12]2[CH:17]=[CH:16][CH:15]=[CH:14][CH:13]=2)[CH:8]=[CH:7][C:6]=1[OH:18])([O-])=O. (6) Given the product [Br:4][C:5]1[CH:10]=[C:9]2[C:8](=[CH:7][CH:6]=1)[N:14]=[C:18]([C:17]([O:22][CH2:23][CH3:24])=[O:21])[CH:20]=[C:11]2[CH3:12].[Br:4][C:5]1[CH:6]=[CH:7][C:8]([NH2:14])=[C:9]([C:11](=[O:13])[CH3:12])[CH:10]=1, predict the reactants needed to synthesize it. The reactants are: [Sn](Cl)Cl.[Br:4][C:5]1[CH:6]=[CH:7][C:8]([N+:14]([O-])=O)=[C:9]([C:11](=[O:13])[CH3:12])[CH:10]=1.[C:17]([O:22][CH2:23][CH3:24])(=[O:21])[C:18]([CH3:20])=O. (7) Given the product [CH:1]1([CH2:4][N+:5]2([O-:35])[CH2:23][CH2:22][C@:12]34[C:13]5[C:14]6[O:21][C@H:11]3[C:10](=[O:24])[CH:9]([CH3:25])[CH2:8][C@@:7]4([OH:26])[C@H:6]2[CH2:19][C:18]=5[CH:17]=[CH:16][C:15]=6[OH:20])[CH2:2][CH2:3]1, predict the reactants needed to synthesize it. The reactants are: [CH:1]1([CH2:4][N:5]2[CH2:23][CH2:22][C@:12]34[C:13]5[C:14]6[O:21][C@H:11]3[C:10](=[O:24])[CH:9]([CH3:25])[CH2:8][C@@:7]4([OH:26])[C@H:6]2[CH2:19][C:18]=5[CH:17]=[CH:16][C:15]=6[OH:20])[CH2:3][CH2:2]1.C1C=C(Cl)C=C(C(OO)=[O:35])C=1. (8) Given the product [Cl:1][C:2]1[C:11]([CH2:12][NH2:21])=[CH:10][C:9]2[C:4](=[C:5]([CH3:14])[CH:6]=[CH:7][CH:8]=2)[N:3]=1, predict the reactants needed to synthesize it. The reactants are: [Cl:1][C:2]1[C:11]([CH:12]=O)=[CH:10][C:9]2[C:4](=[C:5]([CH3:14])[CH:6]=[CH:7][CH:8]=2)[N:3]=1.CC([S@]([NH2:21])=O)(C)C.[BH4-].[Na+].CO. (9) Given the product [CH3:1][C:2]1[C:3]2[N:9]3[CH:13]=[CH:12][CH:11]=[C:10]3[C:15](=[O:17])[NH:8][C:4]=2[N:5]=[CH:6][CH:7]=1, predict the reactants needed to synthesize it. The reactants are: [CH3:1][C:2]1[CH:7]=[CH:6][N:5]=[C:4]([NH2:8])[C:3]=1[N:9]1[CH:13]=[CH:12][CH:11]=[CH:10]1.Cl[C:15](Cl)([O:17]C(=O)OC(Cl)(Cl)Cl)Cl.